Task: Predict the reactants needed to synthesize the given product.. Dataset: Full USPTO retrosynthesis dataset with 1.9M reactions from patents (1976-2016) (1) Given the product [OH:6][C:5]1[C:2]([CH3:1])([C:8]2[CH:13]=[CH:12][CH:11]=[CH:10][CH:9]=2)[C:3](=[O:7])[C:4]=1[CH:22]([C:20]1[S:19][C:18]2[CH:30]=[CH:31][C:15]([CH3:14])=[CH:16][C:17]=2[CH:21]=1)[C:24]1[CH:29]=[CH:28][CH:27]=[CH:26][CH:25]=1, predict the reactants needed to synthesize it. The reactants are: [CH3:1][C:2]1([C:8]2[CH:13]=[CH:12][CH:11]=[CH:10][CH:9]=2)[C:5](=[O:6])[CH2:4][C:3]1=[O:7].[CH3:14][C:15]1[CH:31]=[CH:30][C:18]2[S:19][C:20]([CH:22]([C:24]3[CH:29]=[CH:28][CH:27]=[CH:26][CH:25]=3)O)=[CH:21][C:17]=2[CH:16]=1. (2) Given the product [NH:36]1[CH:37]=[C:33]([C:9]2[C:10]3[O:14][CH2:13][CH:12]([C:15]4[CH:20]=[CH:19][C:18]([CH:21]([CH3:22])[CH3:23])=[CH:17][CH:16]=4)[C:11]=3[C:24]([CH3:25])=[C:7]([NH:6][C:4](=[O:5])[CH2:3][C:2]([CH3:31])([CH3:30])[CH3:1])[C:8]=2[CH3:29])[N:34]=[CH:35]1, predict the reactants needed to synthesize it. The reactants are: [CH3:1][C:2]([CH3:31])([CH3:30])[CH2:3][C:4]([NH:6][C:7]1[C:8]([CH3:29])=[C:9](B(O)O)[C:10]2[O:14][CH2:13][CH:12]([C:15]3[CH:20]=[CH:19][C:18]([CH:21]([CH3:23])[CH3:22])=[CH:17][CH:16]=3)[C:11]=2[C:24]=1[CH3:25])=[O:5].Br[C:33]1[N:34]=[CH:35][NH:36][CH:37]=1.